This data is from NCI-60 drug combinations with 297,098 pairs across 59 cell lines. The task is: Regression. Given two drug SMILES strings and cell line genomic features, predict the synergy score measuring deviation from expected non-interaction effect. Drug 1: COC1=C(C=C2C(=C1)N=CN=C2NC3=CC(=C(C=C3)F)Cl)OCCCN4CCOCC4. Drug 2: C1=NNC2=C1C(=O)NC=N2. Cell line: MCF7. Synergy scores: CSS=13.9, Synergy_ZIP=-5.17, Synergy_Bliss=-2.04, Synergy_Loewe=-4.77, Synergy_HSA=-0.167.